This data is from Forward reaction prediction with 1.9M reactions from USPTO patents (1976-2016). The task is: Predict the product of the given reaction. Given the reactants [Na+].[NH2:2][C@H:3]([C:7]([O-:9])=[O:8])[CH2:4][CH2:5][SH:6].Cl.Cl.ClC[CH:14](O)[C@H:15]1[O:19][C@@H:18]([N:20]2[C:29]3[N:28]=[CH:27][N:26]=[C:24]([NH2:25])[C:23]=3[N:22]=[CH:21]2)[C@H:17]([OH:30])[C@@H:16]1[OH:31].[I-].[K+], predict the reaction product. The product is: [C@@H:18]1([N:20]2[C:29]3[N:28]=[CH:27][N:26]=[C:24]([NH2:25])[C:23]=3[N:22]=[CH:21]2)[O:19][C@H:15]([CH2:14][S:6][CH2:5][CH2:4][C@@H:3]([C:7]([OH:9])=[O:8])[NH2:2])[C@@H:16]([OH:31])[C@H:17]1[OH:30].